This data is from Forward reaction prediction with 1.9M reactions from USPTO patents (1976-2016). The task is: Predict the product of the given reaction. (1) Given the reactants Cl[C:2]1[N:7]=[C:6]([C:8]2[N:12]3[CH:13]=[CH:14][CH:15]=[CH:16][C:11]3=[N:10][C:9]=2[C:17]2[CH:18]=[C:19]([CH:31]=[CH:32][CH:33]=2)[C:20]([NH:22][C:23]2[C:28]([F:29])=[CH:27][CH:26]=[CH:25][C:24]=2[F:30])=[O:21])[CH:5]=[CH:4][N:3]=1.[CH3:34][O:35][C:36]1[CH:42]=[C:41]([N:43]2[CH2:48][CH2:47][CH:46]([CH2:49][N:50]3[CH2:55][CH2:54][CH2:53][CH2:52][CH2:51]3)[CH2:45][CH2:44]2)[CH:40]=[CH:39][C:37]=1[NH2:38].Cl, predict the reaction product. The product is: [F:30][C:24]1[CH:25]=[CH:26][CH:27]=[C:28]([F:29])[C:23]=1[NH:22][C:20](=[O:21])[C:19]1[CH:31]=[CH:32][CH:33]=[C:17]([C:9]2[N:10]=[C:11]3[CH:16]=[CH:15][CH:14]=[CH:13][N:12]3[C:8]=2[C:6]2[CH:5]=[CH:4][N:3]=[C:2]([NH:38][C:37]3[CH:39]=[CH:40][C:41]([N:43]4[CH2:48][CH2:47][CH:46]([CH2:49][N:50]5[CH2:55][CH2:54][CH2:53][CH2:52][CH2:51]5)[CH2:45][CH2:44]4)=[CH:42][C:36]=3[O:35][CH3:34])[N:7]=2)[CH:18]=1. (2) Given the reactants [CH3:1][C:2]1[CH:7]=[C:6]([CH2:8][N:9]2[CH2:13][CH2:12][CH2:11][CH2:10]2)[CH:5]=[C:4]([CH3:14])[C:3]=1[OH:15].CC(C)([O-])C.[K+].CS(O[C@H:27]1[CH2:30][C@@H:29]([CH2:31][N:32]2[CH2:37][CH2:36][O:35][CH2:34][CH2:33]2)[CH2:28]1)(=O)=O.C(Cl)(Cl)[Cl:39], predict the reaction product. The product is: [ClH:39].[ClH:39].[CH3:1][C:2]1[CH:7]=[C:6]([CH2:8][N:9]2[CH2:13][CH2:12][CH2:11][CH2:10]2)[CH:5]=[C:4]([CH3:14])[C:3]=1[O:15][C@H:27]1[CH2:28][C@H:29]([CH2:31][N:32]2[CH2:33][CH2:34][O:35][CH2:36][CH2:37]2)[CH2:30]1. (3) Given the reactants [O:1]([CH2:8][C:9]#[C:10][C:11]1[S:15][CH:14]=[C:13]([C:16]2[C:20]3[CH2:21][C:22]4[N:23]=[CH:24][C:25]([C:28](O)=[O:29])=[CH:26][C:27]=4[C:19]=3[NH:18][N:17]=2)[CH:12]=1)[C:2]1[CH:7]=[CH:6][CH:5]=[CH:4][CH:3]=1.O.ON1C2C=CC=CC=2N=N1.[CH3:42][N:43]1[CH2:48][CH2:47][NH:46][CH2:45][CH2:44]1, predict the reaction product. The product is: [CH3:42][N:43]1[CH2:48][CH2:47][N:46]([C:28]([C:25]2[CH:24]=[N:23][C:22]3[CH2:21][C:20]4[C:16]([C:13]5[CH:12]=[C:11]([C:10]#[C:9][CH2:8][O:1][C:2]6[CH:3]=[CH:4][CH:5]=[CH:6][CH:7]=6)[S:15][CH:14]=5)=[N:17][NH:18][C:19]=4[C:27]=3[CH:26]=2)=[O:29])[CH2:45][CH2:44]1. (4) Given the reactants [CH2:1]([N:3]1[CH:7]([CH2:8][CH2:9][O:10][C:11]2[CH:17]=[CH:16][C:14]([NH2:15])=[CH:13][CH:12]=2)[CH:6]=[N:5][NH:4]1)[CH3:2].[C:18]1([C:24]2[O:28][N:27]=[CH:26][C:25]=2[CH2:29][CH2:30][CH2:31][C:32](O)=[O:33])[CH:23]=[CH:22][CH:21]=[CH:20][CH:19]=1.O.ON1C2C=CC=CC=2N=N1.Cl.C(N=C=NCCCN(C)C)C, predict the reaction product. The product is: [CH2:1]([N:3]1[CH:7]([CH2:8][CH2:9][O:10][C:11]2[CH:12]=[CH:13][C:14]([NH:15][C:32](=[O:33])[CH2:31][CH2:30][CH2:29][C:25]3[CH:26]=[N:27][O:28][C:24]=3[C:18]3[CH:19]=[CH:20][CH:21]=[CH:22][CH:23]=3)=[CH:16][CH:17]=2)[CH:6]=[N:5][NH:4]1)[CH3:2].